Dataset: Experimentally validated miRNA-target interactions with 360,000+ pairs, plus equal number of negative samples. Task: Binary Classification. Given a miRNA mature sequence and a target amino acid sequence, predict their likelihood of interaction. The miRNA is hsa-miR-5698 with sequence UGGGGGAGUGCAGUGAUUGUGG. The protein sequence of the target gene is MASPQLCRALVSAQWVAEALRAPRAGQPLQLLDASWYLPKLGRDARREFEERHIPGAAFFDIDQCSDRTSPYDHMLPGAEHFAEYAGRLGVGAATHVVIYDASDQGLYSAPRVWWMFRAFGHHAVSLLDGGLRHWLRQNLPLSSGKSQPAPAEFRAQLDPAFIKTYEDIKENLESRRFQVVDSRATGRFRGTEPEPRDGIEPGHIPGTVNIPFTDFLSQEGLEKSPEEIRHLFQEKKVDLSKPLVATCGSGVTACHVALGAYLCGKPDVPIYDGSWVEWYMRARPEDVISEGRGKTH. Result: 0 (no interaction).